From a dataset of Catalyst prediction with 721,799 reactions and 888 catalyst types from USPTO. Predict which catalyst facilitates the given reaction. (1) Reactant: [CH:1]([C:3]1[CH:4]=[C:5]2[C:10](=[CH:11][CH:12]=1)[CH:9]=[C:8]([C:13]([O:15][CH3:16])=[O:14])[CH:7]=[CH:6]2)=O.[F:17][C:18]1[CH:23]=[C:22]([F:24])[CH:21]=[CH:20][C:19]=1[C@:25]([OH:40])([C@H:32]([S:34][CH:35]([CH2:38][OH:39])[CH2:36][OH:37])[CH3:33])[CH2:26][N:27]1[CH:31]=[N:30][CH:29]=[N:28]1.O.C1(C)C=CC(S(O)(=O)=O)=CC=1. Product: [F:17][C:18]1[CH:23]=[C:22]([F:24])[CH:21]=[CH:20][C:19]=1[C@@:25]([OH:40])([CH2:26][N:27]1[CH:31]=[N:30][CH:29]=[N:28]1)[C@H:32]([S:34][C@@H:35]1[CH2:36][O:37][C@@H:1]([C:3]2[CH:4]=[C:5]3[C:10](=[CH:11][CH:12]=2)[CH:9]=[C:8]([C:13]([O:15][CH3:16])=[O:14])[CH:7]=[CH:6]3)[O:39][CH2:38]1)[CH3:33]. The catalyst class is: 7. (2) Reactant: CC1C=CC(S(O[CH2:12][CH2:13][CH2:14][N:15]([C:23]2[CH:28]=[CH:27][C:26]([C:29]3[N:34]4[C:35]5[CH:41]=[CH:40][CH:39]=[CH:38][C:36]=5[N:37]=[C:33]4[N:32]=[CH:31][CH:30]=3)=[CH:25][CH:24]=2)[C:16]([O:18][C:19]([CH3:22])([CH3:21])[CH3:20])=[O:17])(=O)=O)=CC=1.[N-:42]=[N+:43]=[N-:44].[Na+]. Product: [N:42]([CH2:12][CH2:13][CH2:14][N:15]([C:23]1[CH:24]=[CH:25][C:26]([C:29]2[N:34]3[C:35]4[CH:41]=[CH:40][CH:39]=[CH:38][C:36]=4[N:37]=[C:33]3[N:32]=[CH:31][CH:30]=2)=[CH:27][CH:28]=1)[C:16](=[O:17])[O:18][C:19]([CH3:22])([CH3:21])[CH3:20])=[N+:43]=[N-:44]. The catalyst class is: 3. (3) Reactant: [NH:1]1[CH2:5][CH2:4][C@@H:3]([NH:6][C:7](=[O:13])[O:8][C:9]([CH3:12])([CH3:11])[CH3:10])[CH2:2]1.Br[CH2:15][CH3:16].C(=O)([O-])[O-].[K+].[K+]. Product: [CH2:15]([N:1]1[CH2:5][CH2:4][C@@H:3]([NH:6][C:7](=[O:13])[O:8][C:9]([CH3:10])([CH3:12])[CH3:11])[CH2:2]1)[CH3:16]. The catalyst class is: 10. (4) Reactant: [Cl:1][C:2]1[C:11]2[C:6](=[CH:7][CH:8]=[C:9](C(C3C(C)=NC(C)=CC=3)O)[CH:10]=2)[N:5]=[C:4]([O:22][CH3:23])[C:3]=1[CH2:24][C:25]1[CH:30]=[CH:29][C:28]([C:31]([F:34])([F:33])[F:32])=[CH:27][CH:26]=1.[CH3:35][C:36]1[S:37][C:38]([C:42]([C:44]2[N:48]([CH3:49])[N:47]=[N:46][CH:45]=2)=[O:43])=[C:39]([CH3:41])[N:40]=1. Product: [Cl:1][C:2]1[C:11]2[C:6](=[CH:7][CH:8]=[C:9]([C:42]([C:38]3[S:37][C:36]([CH3:35])=[N:40][C:39]=3[CH3:41])([C:44]3[N:48]([CH3:49])[N:47]=[N:46][CH:45]=3)[OH:43])[CH:10]=2)[N:5]=[C:4]([O:22][CH3:23])[C:3]=1[CH2:24][C:25]1[CH:30]=[CH:29][C:28]([C:31]([F:34])([F:32])[F:33])=[CH:27][CH:26]=1. The catalyst class is: 1. (5) Reactant: [CH3:1][C:2]1[CH:7]=[CH:6][C:5]([NH:8][C:9](=[O:26])[C:10]2[CH:15]=[C:14]([C:16]([F:19])([F:18])[F:17])[CH:13]=[C:12]([N:20]3[CH:24]=[C:23]([CH3:25])[N:22]=[CH:21]3)[CH:11]=2)=[CH:4][C:3]=1[NH:27][C:28]([N:30]1[C:34]2[N:35]=[CH:36][N:37]=[C:38](Cl)[C:33]=2[CH:32]=[CH:31]1)=[O:29].[NH2:40][C:41]1[CH:42]=[C:43]([CH:47]=[CH:48][CH:49]=1)[C:44]([NH2:46])=[O:45]. Product: [CH3:1][C:2]1[CH:7]=[CH:6][C:5]([NH:8][C:9](=[O:26])[C:10]2[CH:15]=[C:14]([C:16]([F:19])([F:18])[F:17])[CH:13]=[C:12]([N:20]3[CH:24]=[C:23]([CH3:25])[N:22]=[CH:21]3)[CH:11]=2)=[CH:4][C:3]=1[NH:27][C:28]([N:30]1[C:34]2[N:35]=[CH:36][N:37]=[C:38]([NH:40][C:41]3[CH:49]=[CH:48][CH:47]=[C:43]([C:44](=[O:45])[NH2:46])[CH:42]=3)[C:33]=2[CH:32]=[CH:31]1)=[O:29]. The catalyst class is: 15. (6) Reactant: [Cl:1][C:2]1[CH:19]=[C:18]([O:20][CH3:21])[C:17]([CH3:22])=[CH:16][C:3]=1[CH2:4][N:5]1C(=O)C2C(=CC=CC=2)C1=O.O.NN. Product: [Cl:1][C:2]1[CH:19]=[C:18]([O:20][CH3:21])[C:17]([CH3:22])=[CH:16][C:3]=1[CH2:4][NH2:5]. The catalyst class is: 5. (7) Reactant: [NH2:1][C:2]1[CH:7]=[CH:6][CH:5]=[CH:4][CH:3]=1.C[Al](C)C.[Si:12]([O:29][C@@H:30]1[CH2:34][CH2:33][O:32][C:31]1=[O:35])([C:25]([CH3:28])([CH3:27])[CH3:26])([C:19]1[CH:24]=[CH:23][CH:22]=[CH:21][CH:20]=1)[C:13]1[CH:18]=[CH:17][CH:16]=[CH:15][CH:14]=1.C(O)(=O)C(C(C(O)=O)O)O.[K].[Na]. Product: [Si:12]([O:29][C@H:30]([CH2:34][CH2:33][OH:32])[C:31]([NH:1][C:2]1[CH:7]=[CH:6][CH:5]=[CH:4][CH:3]=1)=[O:35])([C:25]([CH3:28])([CH3:27])[CH3:26])([C:19]1[CH:24]=[CH:23][CH:22]=[CH:21][CH:20]=1)[C:13]1[CH:14]=[CH:15][CH:16]=[CH:17][CH:18]=1. The catalyst class is: 2.